From a dataset of Peptide-MHC class II binding affinity with 134,281 pairs from IEDB. Regression. Given a peptide amino acid sequence and an MHC pseudo amino acid sequence, predict their binding affinity value. This is MHC class II binding data. (1) The peptide sequence is AIPKVPPGPNITATY. The MHC is HLA-DQA10201-DQB10202 with pseudo-sequence HLA-DQA10201-DQB10202. The binding affinity (normalized) is 0. (2) The peptide sequence is ATEVVRRLTATAHRG. The MHC is DRB1_0901 with pseudo-sequence DRB1_0901. The binding affinity (normalized) is 0.394. (3) The peptide sequence is PNYLALLVKYVDGDG. The MHC is HLA-DPA10301-DPB10402 with pseudo-sequence HLA-DPA10301-DPB10402. The binding affinity (normalized) is 0.365. (4) The peptide sequence is YDKFLAKVSTVLTGK. The MHC is DRB3_0202 with pseudo-sequence DRB3_0202. The binding affinity (normalized) is 0.222. (5) The peptide sequence is AAGTEISLDLLDPIY. The MHC is DRB1_0405 with pseudo-sequence DRB1_0405. The binding affinity (normalized) is 0.389. (6) The peptide sequence is CGKYLFNWAVRTKLKLTPIA. The MHC is DRB1_0901 with pseudo-sequence DRB1_0901. The binding affinity (normalized) is 0.215. (7) The peptide sequence is WMTGRMGERQLQKIE. The MHC is DRB1_0801 with pseudo-sequence DRB1_0801. The binding affinity (normalized) is 0.323. (8) The peptide sequence is TLTEALRVIAGTLEV. The MHC is HLA-DPA10201-DPB11401 with pseudo-sequence HLA-DPA10201-DPB11401. The binding affinity (normalized) is 0.231. (9) The peptide sequence is MFAAFVISGKSTDMWIER. The MHC is DRB4_0101 with pseudo-sequence DRB4_0103. The binding affinity (normalized) is 0.0355.